Dataset: Catalyst prediction with 721,799 reactions and 888 catalyst types from USPTO. Task: Predict which catalyst facilitates the given reaction. (1) Reactant: [CH3:1][C:2]1[C:10]2[C:9]([NH:11][C:12]3[C:13]([O:18][CH:19]4[CH2:24][CH2:23][O:22][CH2:21][CH2:20]4)=[N:14][CH:15]=[CH:16][CH:17]=3)=[N:8][CH:7]=[N:6][C:5]=2[S:4][C:3]=1[C:25]([O:27]C)=[O:26].CO.[OH-].[Na+].Cl. Product: [CH3:1][C:2]1[C:10]2[C:9]([NH:11][C:12]3[C:13]([O:18][CH:19]4[CH2:20][CH2:21][O:22][CH2:23][CH2:24]4)=[N:14][CH:15]=[CH:16][CH:17]=3)=[N:8][CH:7]=[N:6][C:5]=2[S:4][C:3]=1[C:25]([OH:27])=[O:26]. The catalyst class is: 2. (2) Reactant: C[Si](C)(C)[O:3][C:4]1([C:11]#[N:12])[CH2:10][CH2:9][CH2:8][CH2:7][CH2:6][CH2:5]1.[H-].[Al+3].[Li+].[H-].[H-].[H-]. Product: [NH2:12][CH2:11][C:4]1([OH:3])[CH2:10][CH2:9][CH2:8][CH2:7][CH2:6][CH2:5]1. The catalyst class is: 305.